The task is: Predict the product of the given reaction.. This data is from Forward reaction prediction with 1.9M reactions from USPTO patents (1976-2016). (1) The product is: [CH:27]([NH:26][CH2:25][C:23]1[CH:22]=[CH:21][CH:20]=[C:19]2[N:18]([C:30]3[C:31]4[C@H:38]([CH3:39])[CH2:37][C@@H:36]([OH:40])[C:32]=4[N:33]=[CH:34][N:35]=3)[CH2:17][C@@:14]3([CH2:15][CH2:16][NH:12][CH2:13]3)[C:24]=12)([CH3:29])[CH3:28]. Given the reactants C([O-])=O.[NH4+].C([N:12]1[CH2:16][CH2:15][C@:14]2([C:24]3[C:19](=[CH:20][CH:21]=[CH:22][C:23]=3[CH2:25][NH:26][CH:27]([CH3:29])[CH3:28])[N:18]([C:30]3[C:31]4[C@H:38]([CH3:39])[CH2:37][C@@H:36]([OH:40])[C:32]=4[N:33]=[CH:34][N:35]=3)[CH2:17]2)[CH2:13]1)C1C=CC=CC=1, predict the reaction product. (2) Given the reactants [CH2:1]([N:8]([CH2:20][C:21]1[CH:26]=[CH:25][CH:24]=[CH:23][CH:22]=1)[C:9]1[CH:10]=[C:11]2[CH:17]=[C:16]([CH:18]=[O:19])[NH:15][C:12]2=[CH:13][N:14]=1)[C:2]1[CH:7]=[CH:6][CH:5]=[CH:4][CH:3]=1.[CH3:27][Mg]Br.C(OCC)C.[NH4+].[Cl-], predict the reaction product. The product is: [CH2:20]([N:8]([CH2:1][C:2]1[CH:3]=[CH:4][CH:5]=[CH:6][CH:7]=1)[C:9]1[CH:10]=[C:11]2[CH:17]=[C:16]([CH:18]([OH:19])[CH3:27])[NH:15][C:12]2=[CH:13][N:14]=1)[C:21]1[CH:26]=[CH:25][CH:24]=[CH:23][CH:22]=1. (3) Given the reactants Cl.[NH:2]1[CH2:6][CH2:5][CH2:4][C@H:3]1[C:7]([O:9][CH2:10][C:11]1[CH:16]=[CH:15][CH:14]=[CH:13][CH:12]=1)=[O:8].C([O-])([O-])=O.[K+].[K+].Br[CH2:24][C:25]([O:27][C:28]([CH3:31])([CH3:30])[CH3:29])=[O:26], predict the reaction product. The product is: [C:28]([O:27][C:25](=[O:26])[CH2:24][N:2]1[CH2:6][CH2:5][CH2:4][C@H:3]1[C:7]([O:9][CH2:10][C:11]1[CH:16]=[CH:15][CH:14]=[CH:13][CH:12]=1)=[O:8])([CH3:31])([CH3:30])[CH3:29].